This data is from Reaction yield outcomes from USPTO patents with 853,638 reactions. The task is: Predict the reaction yield, written as a fraction of the theoretical maximum amount of product (1.0 means a 100% yield; for example, 0.34 means a 34% yield). (1) The reactants are [CH3:1][C:2]1[CH:7]=[C:6]([N+:8]([O-])=O)[CH:5]=[CH:4][C:3]=1[N:11]1[CH2:16][CH2:15][CH2:14][CH2:13][CH2:12]1.[H][H]. The catalyst is C(OCC)(=O)C.[Pd]. The product is [CH3:1][C:2]1[CH:7]=[C:6]([CH:5]=[CH:4][C:3]=1[N:11]1[CH2:16][CH2:15][CH2:14][CH2:13][CH2:12]1)[NH2:8]. The yield is 0.940. (2) The reactants are [C:1]([C:3]1[C:4]([N:18]2[CH2:23][CH2:22][N:21]([C:24]([O:26][C:27]([CH3:30])([CH3:29])[CH3:28])=[O:25])[CH2:20][CH2:19]2)=[N:5][C:6]([CH3:17])=[C:7]([C:9]([NH:11][CH2:12][C:13](=[O:16])[CH2:14][CH3:15])=O)[CH:8]=1)#[N:2].N1C=CC=CC=1.ClC(Cl)(Cl)C(Cl)=O.C(=O)([O-])[O-].[K+].[K+]. The catalyst is CN(C1C=CN=CC=1)C.C(Cl)Cl. The product is [C:1]([C:3]1[C:4]([N:18]2[CH2:23][CH2:22][N:21]([C:24]([O:26][C:27]([CH3:29])([CH3:28])[CH3:30])=[O:25])[CH2:20][CH2:19]2)=[N:5][C:6]([CH3:17])=[C:7]([C:9]2[O:16][C:13]([CH2:14][CH3:15])=[CH:12][N:11]=2)[CH:8]=1)#[N:2]. The yield is 0.200. (3) The reactants are [CH3:1][S:2][CH2:3][CH2:4][C:5](Cl)=[O:6].[CH3:8][NH:9][C:10]1[S:14][C:13]([C:15]2[CH:16]=[N:17][CH:18]=[CH:19][CH:20]=2)=[N:12][CH:11]=1. The catalyst is ClCCCl.CN(C1C=CN=CC=1)C. The product is [CH3:8][N:9]([C:10]1[S:14][C:13]([C:15]2[CH:16]=[N:17][CH:18]=[CH:19][CH:20]=2)=[N:12][CH:11]=1)[C:5](=[O:6])[CH2:4][CH2:3][S:2][CH3:1]. The yield is 0.750. (4) The reactants are [F:1][CH:2]([F:23])[O:3][C:4]1[C:5]([OH:22])=[C:6]([C:12]2[CH:20]=[CH:19][CH:18]=[C:17]3[C:13]=2[CH2:14][CH2:15][C:16]3=[O:21])[CH:7]=[CH:8][C:9]=1[O:10][CH3:11].C(=O)([O-])[O-].[K+].[K+].Br[CH2:31][C:32]1[CH:37]=[CH:36][C:35]([S:38]([CH3:41])(=[O:40])=[O:39])=[CH:34][CH:33]=1. The catalyst is C(#N)C. The product is [F:1][CH:2]([F:23])[O:3][C:4]1[C:5]([O:22][CH2:31][C:32]2[CH:33]=[CH:34][C:35]([S:38]([CH3:41])(=[O:40])=[O:39])=[CH:36][CH:37]=2)=[C:6]([C:12]2[CH:20]=[CH:19][CH:18]=[C:17]3[C:13]=2[CH2:14][CH2:15][C:16]3=[O:21])[CH:7]=[CH:8][C:9]=1[O:10][CH3:11]. The yield is 0.200.